This data is from Full USPTO retrosynthesis dataset with 1.9M reactions from patents (1976-2016). The task is: Predict the reactants needed to synthesize the given product. (1) Given the product [F:17][C:18]1[CH:23]=[C:22]([N+:24]([O-:26])=[O:25])[CH:21]=[C:20]([F:27])[C:19]=1[N:6]1[CH2:7][CH2:8][Si:3]([CH3:9])([CH3:2])[CH2:4][CH2:5]1, predict the reactants needed to synthesize it. The reactants are: Cl.[CH3:2][Si:3]1([CH3:9])[CH2:8][CH2:7][NH:6][CH2:5][CH2:4]1.C(N(CC)CC)C.[F:17][C:18]1[CH:23]=[C:22]([N+:24]([O-:26])=[O:25])[CH:21]=[C:20]([F:27])[C:19]=1F.O. (2) The reactants are: O.NN.[C:4]([O:8][C:9](=[O:31])[NH:10][CH2:11][CH2:12][CH:13]([N:20]1C(=O)C2C(=CC=CC=2)C1=O)[C:14]1[CH:19]=[CH:18][CH:17]=[CH:16][CH:15]=1)([CH3:7])([CH3:6])[CH3:5]. Given the product [C:4]([O:8][C:9](=[O:31])[NH:10][CH2:11][CH2:12][CH:13]([NH2:20])[C:14]1[CH:19]=[CH:18][CH:17]=[CH:16][CH:15]=1)([CH3:7])([CH3:5])[CH3:6], predict the reactants needed to synthesize it. (3) Given the product [C:24]([C:26]1[CH:27]=[C:28]([CH:31]=[CH:32][CH:33]=1)[CH:29]=[C:15]1[CH2:14][CH2:13][CH2:12][C:11]2[CH:18]=[C:7]([N:6]3[CH2:5][C@H:4]([CH2:19][NH:20][C:21](=[O:23])[CH3:22])[O:3][C:2]3=[O:1])[CH:8]=[CH:9][C:10]=2[C:16]1=[O:17])#[N:25], predict the reactants needed to synthesize it. The reactants are: [O:1]=[C:2]1[N:6]([C:7]2[CH:8]=[CH:9][C:10]3[C:16](=[O:17])[CH2:15][CH2:14][CH2:13][CH2:12][C:11]=3[CH:18]=2)[CH2:5][C@H:4]([CH2:19][NH:20][C:21](=[O:23])[CH3:22])[O:3]1.[C:24]([C:26]1[CH:27]=[C:28]([CH:31]=[CH:32][CH:33]=1)[CH:29]=O)#[N:25].N1CCCCC1. (4) Given the product [CH:27]1([N:13]([CH:10]2[CH2:11][CH2:12][N:7]([C:5]3[S:4][N:3]=[C:2]([O:33][CH:30]([CH3:32])[CH3:31])[N:6]=3)[CH2:8][CH2:9]2)[C:14](=[O:26])[C:15]2[CH:20]=[CH:19][C:18]([C:21]3[O:25][CH:24]=[N:23][CH:22]=3)=[CH:17][CH:16]=2)[CH2:29][CH2:28]1, predict the reactants needed to synthesize it. The reactants are: Cl[C:2]1[N:6]=[C:5]([N:7]2[CH2:12][CH2:11][CH:10]([N:13]([CH:27]3[CH2:29][CH2:28]3)[C:14](=[O:26])[C:15]3[CH:20]=[CH:19][C:18]([C:21]4[O:25][CH:24]=[N:23][CH:22]=4)=[CH:17][CH:16]=3)[CH2:9][CH2:8]2)[S:4][N:3]=1.[CH:30]([OH:33])([CH3:32])[CH3:31].C(=O)([O-])[O-].[Cs+].[Cs+]. (5) Given the product [NH2:1][C:2]1[CH:13]=[CH:12][C:11]([F:14])=[CH:10][C:3]=1[C:4]([C:21]1[CH:22]=[CH:23][CH:24]=[CH:25][N:20]=1)=[O:5], predict the reactants needed to synthesize it. The reactants are: [NH2:1][C:2]1[CH:13]=[CH:12][C:11]([F:14])=[CH:10][C:3]=1[C:4](N(OC)C)=[O:5].C([Mg]Cl)(C)C.[N:20]1[CH:25]=[CH:24][CH:23]=[CH:22][C:21]=1[Mg]Br. (6) Given the product [F:1][C:2]1([F:34])[CH2:6][CH2:5][CH:4]([C:7]2[C:15]3[C:10](=[CH:11][CH:12]=[CH:13][CH:14]=3)[N:9]([S:16]([C:19]3[CH:20]=[CH:21][C:22]([C:23]([NH:25][CH2:41][CH:38]4[CH2:39][CH2:40][O:35][CH2:36][CH2:37]4)=[O:24])=[CH:32][CH:33]=3)(=[O:17])=[O:18])[CH:8]=2)[CH2:3]1, predict the reactants needed to synthesize it. The reactants are: [F:1][C:2]1([F:34])[CH2:6][CH2:5][CH:4]([C:7]2[C:15]3[C:10](=[CH:11][CH:12]=[CH:13][CH:14]=3)[N:9]([S:16]([C:19]3[CH:33]=[CH:32][C:22]([C:23]([NH:25]C4CCOCC4)=[O:24])=[CH:21][CH:20]=3)(=[O:18])=[O:17])[CH:8]=2)[CH2:3]1.[O:35]1[CH2:40][CH2:39][CH:38]([CH2:41]N)[CH2:37][CH2:36]1. (7) Given the product [NH2:1][C:2]1[N:7]=[C:6]([CH3:8])[C:5]([CH2:9][NH:10][C:29]([C:27]2[CH:26]=[N:25][N:24]([CH2:17][C:18]3[CH:23]=[CH:22][CH:21]=[CH:20][CH:19]=3)[CH:28]=2)=[O:30])=[C:4]([O:11][CH2:12][C:13]([O:15][CH3:16])=[O:14])[CH:3]=1, predict the reactants needed to synthesize it. The reactants are: [NH2:1][C:2]1[N:7]=[C:6]([CH3:8])[C:5]([CH2:9][NH2:10])=[C:4]([O:11][CH2:12][C:13]([O:15][CH3:16])=[O:14])[CH:3]=1.[CH2:17]([N:24]1[CH:28]=[C:27]([C:29](O)=[O:30])[CH:26]=[N:25]1)[C:18]1[CH:23]=[CH:22][CH:21]=[CH:20][CH:19]=1.CCN(C(C)C)C(C)C.CN(C(ON1N=NC2C=CC=NC1=2)=[N+](C)C)C.F[P-](F)(F)(F)(F)F. (8) Given the product [Cl:13]([O-:17])(=[O:16])(=[O:15])=[O:14].[N:1]1([C:20]2[CH:25]=[CH:24][C:23]([N:26]=[N:27][C:28]3[N:29]([CH3:34])[CH:30]=[CH:31][N+:32]=3[CH3:33])=[CH:22][CH:21]=2)[CH2:7][CH2:6][CH2:5][NH:4][CH2:3][CH2:2]1, predict the reactants needed to synthesize it. The reactants are: [NH:1]1[CH2:7][CH2:6][CH2:5][NH:4][CH2:3][CH2:2]1.CN(C=O)C.[Cl:13]([O-:17])(=[O:16])(=[O:15])=[O:14].CO[C:20]1[CH:25]=[CH:24][C:23]([N:26]=[N:27][C:28]2[N:32]([CH3:33])[CH:31]=[CH:30][N+:29]=2[CH3:34])=[CH:22][CH:21]=1. (9) Given the product [Br:1][C:2]1[CH:3]=[CH:4][C:5]([CH2:8][C:9]([C:15]2[CH:16]=[CH:17][C:12]([S:18][CH3:19])=[CH:13][CH:14]=2)=[O:11])=[CH:6][CH:7]=1, predict the reactants needed to synthesize it. The reactants are: [Br:1][C:2]1[CH:7]=[CH:6][C:5]([CH2:8][C:9]([OH:11])=O)=[CH:4][CH:3]=1.[C:12]1([S:18][CH3:19])[CH:17]=[CH:16][CH:15]=[CH:14][CH:13]=1. (10) Given the product [C:1]([O:5][C:6](=[O:26])[NH:7][C:8]1[C:17]2[C:12](=[CH:13][CH:14]=[CH:15][CH:16]=2)[C:11]([O:18][C:19]2[CH:24]=[CH:23][N:22]=[C:21]([NH:34][CH2:33][C:28]3[CH:29]=[CH:30][CH:31]=[CH:32][N:27]=3)[CH:20]=2)=[CH:10][CH:9]=1)([CH3:4])([CH3:3])[CH3:2], predict the reactants needed to synthesize it. The reactants are: [C:1]([O:5][C:6](=[O:26])[NH:7][C:8]1[C:17]2[C:12](=[CH:13][CH:14]=[CH:15][CH:16]=2)[C:11]([O:18][C:19]2[CH:24]=[CH:23][N:22]=[C:21](Cl)[CH:20]=2)=[CH:10][CH:9]=1)([CH3:4])([CH3:3])[CH3:2].[N:27]1[CH:32]=[CH:31][CH:30]=[CH:29][C:28]=1[CH2:33][NH2:34].C([O-])([O-])=O.[Cs+].[Cs+].C1C=CC(P(C2C(C3C(P(C4C=CC=CC=4)C4C=CC=CC=4)=CC=C4C=3C=CC=C4)=C3C(C=CC=C3)=CC=2)C2C=CC=CC=2)=CC=1.